From a dataset of Reaction yield outcomes from USPTO patents with 853,638 reactions. Predict the reaction yield, written as a fraction of the theoretical maximum amount of product (1.0 means a 100% yield; for example, 0.34 means a 34% yield). (1) The reactants are C[Si](C)(C)[C:3]#[C:4][C:5]1[CH:6]=[C:7]2[C:12](=[CH:13][CH:14]=1)[CH:11]=[N:10][CH:9]=[CH:8]2.C(=O)([O-])[O-].[K+].[K+]. The catalyst is CO.CCOC(C)=O.O. The product is [C:4]([C:5]1[CH:6]=[C:7]2[C:12](=[CH:13][CH:14]=1)[CH:11]=[N:10][CH:9]=[CH:8]2)#[CH:3]. The yield is 0.870. (2) The reactants are O.NN.[Cl:4][C:5]1[CH:6]=[C:7]([CH:33]=[CH:34][CH:35]=1)[NH:8][C:9]1[N:14]=[C:13]([C:15]2[N:19]([CH2:20][CH2:21][N:22]3C(=O)C4=CC=CC=C4C3=O)[CH:18]=[N:17][CH:16]=2)[CH:12]=[CH:11][N:10]=1. The catalyst is CCO. The product is [NH2:22][CH2:21][CH2:20][N:19]1[C:15]([C:13]2[CH:12]=[CH:11][N:10]=[C:9]([NH:8][C:7]3[CH:33]=[CH:34][CH:35]=[C:5]([Cl:4])[CH:6]=3)[N:14]=2)=[CH:16][N:17]=[CH:18]1. The yield is 0.590. (3) The reactants are [CH3:1][C:2]1[N:7]=[C:6]2[S:8][C:9]3[CH2:14][CH2:13][CH2:12][CH2:11][C:10]=3[C:5]2=[C:4]([C:15]2[O:16][C:17]3[CH:23]=[CH:22][CH:21]=[CH:20][C:18]=3[CH:19]=2)[C:3]=1[CH2:24][C:25]([O:27][CH3:28])=[O:26].[Li+].C[Si]([N-][Si](C)(C)C)(C)C.[CH2:39]1[CH2:43]OC[CH2:40]1.ICCC. The catalyst is CN(C=O)C. The product is [CH3:1][C:2]1[N:7]=[C:6]2[S:8][C:9]3[CH2:14][CH2:13][CH2:12][CH2:11][C:10]=3[C:5]2=[C:4]([C:15]2[O:16][C:17]3[CH:23]=[CH:22][CH:21]=[CH:20][C:18]=3[CH:19]=2)[C:3]=1[CH:24]([CH2:40][CH2:39][CH3:43])[C:25]([O:27][CH3:28])=[O:26]. The yield is 0.820. (4) The yield is 0.890. The product is [Br:21][C:13]1[CH:12]=[C:11]([CH:4]([CH2:5][CH:6]2[CH2:10][CH2:9][CH2:8][CH2:7]2)[C:3]([OH:22])=[O:2])[CH:16]=[CH:15][C:14]=1[S:17]([CH3:20])(=[O:19])=[O:18]. The reactants are C[O:2][C:3](=[O:22])[CH:4]([C:11]1[CH:16]=[CH:15][C:14]([S:17]([CH3:20])(=[O:19])=[O:18])=[C:13]([Br:21])[CH:12]=1)[CH2:5][CH:6]1[CH2:10][CH2:9][CH2:8][CH2:7]1.[OH-].[Na+]. The catalyst is CO. (5) The reactants are [CH3:1][O:2][C:3]1[CH:8]=[C:7](B2OC(C)(C)C(C)(C)O2)[CH:6]=[CH:5][N:4]=1.Cl[C:19]1[CH:20]=[N:21][C:22]([C:25]([F:28])([F:27])[F:26])=[N:23][CH:24]=1. No catalyst specified. The product is [CH3:1][O:2][C:3]1[CH:8]=[C:7]([C:19]2[CH:20]=[N:21][C:22]([C:25]([F:28])([F:27])[F:26])=[N:23][CH:24]=2)[CH:6]=[CH:5][N:4]=1. The yield is 0.460. (6) The yield is 0.850. The reactants are [OH:1][CH2:2][C:3]1[C:8]([OH:9])=[CH:7][CH:6]=[C:5]([CH3:10])[N:4]=1.[CH3:11]OS(OC)(=O)=O.C([O-])([O-])=O.[Cs+].[Cs+]. The catalyst is CC(C)=O. The product is [CH3:11][O:9][C:8]1[C:3]([CH2:2][OH:1])=[N:4][C:5]([CH3:10])=[CH:6][CH:7]=1. (7) The reactants are [Cl:1][C:2]1[CH:3]=[C:4]([N:13]([CH2:22][CH3:23])[C@H:14]2[CH2:19][CH2:18][C@H:17]([NH:20][CH3:21])[CH2:16][CH2:15]2)[C:5]([CH3:12])=[C:6]([CH:11]=1)[C:7]([O:9][CH3:10])=[O:8].[CH3:24][O:25][C:26]1[CH:27]=[C:28]([CH:31]=[CH:32][CH:33]=1)[CH:29]=O.C([BH3-])#N.[Na+]. The yield is 0.740. The product is [Cl:1][C:2]1[CH:3]=[C:4]([N:13]([CH2:22][CH3:23])[C@H:14]2[CH2:19][CH2:18][C@H:17]([N:20]([CH2:29][C:28]3[CH:31]=[CH:32][CH:33]=[C:26]([O:25][CH3:24])[CH:27]=3)[CH3:21])[CH2:16][CH2:15]2)[C:5]([CH3:12])=[C:6]([CH:11]=1)[C:7]([O:9][CH3:10])=[O:8]. The catalyst is ClC(Cl)C.CC(C)[O-].[Ti+4].CC(C)[O-].CC(C)[O-].CC(C)[O-].